This data is from Catalyst prediction with 721,799 reactions and 888 catalyst types from USPTO. The task is: Predict which catalyst facilitates the given reaction. (1) The catalyst class is: 61. Product: [CH:13]1([O:12][C:6]2[CH:5]=[C:4]([CH2:1][CH:2]=[O:22])[CH:11]=[CH:10][C:7]=2[C:8]#[N:9])[CH2:15][CH2:14]1. Reactant: [CH2:1]([C:4]1[CH:11]=[CH:10][C:7]([C:8]#[N:9])=[C:6]([O:12][CH:13]2[CH2:15][CH2:14]2)[CH:5]=1)[CH:2]=C.N1C=CC=CC=1.[O:22]=[O+][O-]. (2) Reactant: NCCC[Si:5]([O:12][CH2:13][CH3:14])([O:9][CH2:10][CH3:11])[O:6][CH2:7][CH3:8].[CH2:15]1[CH2:35][N:34]2[C:18]3[C:19]([CH2:31][CH2:32][CH2:33]2)=[C:20]2[O:27][C:25](=[O:26])[C:24]([C:28]([OH:30])=[O:29])=[CH:23][C:21]2=[CH:22][C:17]=3[CH2:16]1.C(N(CC)CC)C.CN(C)CCCN=C=NCC.O.ON1C2C=CC=CC=2N=N1. Product: [CH2:15]1[CH2:35][N:34]2[C:18]3[C:19]([CH2:31][CH2:32][CH2:33]2)=[C:20]2[O:27][C:25](=[O:26])[C:24]([C:28]([OH:30])=[O:29])=[CH:23][C:21]2=[CH:22][C:17]=3[CH2:16]1.[CH2:7]([O:6][SiH:5]([O:12][CH2:13][CH3:14])[O:9][CH2:10][CH3:11])[CH3:8]. The catalyst class is: 4.